Dataset: Forward reaction prediction with 1.9M reactions from USPTO patents (1976-2016). Task: Predict the product of the given reaction. Given the reactants [C:1]([C:5]1[CH:10]=[CH:9][C:8]([C:11]2[CH:12]=[N:13][NH:14][CH:15]=2)=[C:7]([N+:16]([O-])=O)[CH:6]=1)([CH3:4])([CH3:3])[CH3:2], predict the reaction product. The product is: [C:1]([C:5]1[CH:10]=[CH:9][C:8]([C:11]2[CH:12]=[N:13][NH:14][CH:15]=2)=[C:7]([CH:6]=1)[NH2:16])([CH3:4])([CH3:2])[CH3:3].